Regression. Given two drug SMILES strings and cell line genomic features, predict the synergy score measuring deviation from expected non-interaction effect. From a dataset of NCI-60 drug combinations with 297,098 pairs across 59 cell lines. Drug 1: C(=O)(N)NO. Drug 2: CCC1(CC2CC(C3=C(CCN(C2)C1)C4=CC=CC=C4N3)(C5=C(C=C6C(=C5)C78CCN9C7C(C=CC9)(C(C(C8N6C)(C(=O)OC)O)OC(=O)C)CC)OC)C(=O)OC)O.OS(=O)(=O)O. Cell line: CCRF-CEM. Synergy scores: CSS=16.1, Synergy_ZIP=-4.66, Synergy_Bliss=-1.32, Synergy_Loewe=-0.185, Synergy_HSA=-0.287.